Dataset: Full USPTO retrosynthesis dataset with 1.9M reactions from patents (1976-2016). Task: Predict the reactants needed to synthesize the given product. (1) Given the product [C:1]([O:5][C:6](=[O:27])[C:7]([CH3:9])([S:10][C:11]1[S:12][CH:13]=[C:14]([CH2:16][C:17](=[O:18])[NH:19][C:20]2[CH:25]=[CH:24][C:23]([C:33]3[CH:34]=[CH:35][C:30]([C:29]([F:41])([F:40])[F:28])=[CH:31][CH:32]=3)=[CH:22][CH:21]=2)[N:15]=1)[CH3:8])([CH3:4])([CH3:3])[CH3:2], predict the reactants needed to synthesize it. The reactants are: [C:1]([O:5][C:6](=[O:27])[C:7]([S:10][C:11]1[S:12][CH:13]=[C:14]([CH2:16][C:17]([NH:19][C:20]2[CH:25]=[CH:24][C:23](Br)=[CH:22][CH:21]=2)=[O:18])[N:15]=1)([CH3:9])[CH3:8])([CH3:4])([CH3:3])[CH3:2].[F:28][C:29]([F:41])([F:40])[C:30]1[CH:35]=[CH:34][C:33](OB(O)O)=[CH:32][CH:31]=1.O. (2) Given the product [C:1]([O:4][CH2:5][C:6]1[CH:11]=[C:10]([C:12]([O:14][CH3:15])=[O:13])[CH:9]=[C:8]([CH2:16][NH:36][CH2:35][CH2:34][C:27]2[C:26]([O:25][CH2:18][C:19]3[CH:20]=[CH:21][CH:22]=[CH:23][CH:24]=3)=[CH:31][CH:30]=[C:29]([O:32][CH3:33])[N:28]=2)[N:7]=1)(=[O:3])[CH3:2], predict the reactants needed to synthesize it. The reactants are: [C:1]([O:4][CH2:5][C:6]1[CH:11]=[C:10]([C:12]([O:14][CH3:15])=[O:13])[CH:9]=[C:8]([CH:16]=O)[N:7]=1)(=[O:3])[CH3:2].[CH2:18]([O:25][C:26]1[C:27]([CH2:34][CH2:35][NH2:36])=[N:28][C:29]([O:32][CH3:33])=[CH:30][CH:31]=1)[C:19]1[CH:24]=[CH:23][CH:22]=[CH:21][CH:20]=1. (3) Given the product [O:1]1[C:6]2[CH:7]=[CH:8][C:9]([S:11][C:12]3[CH:17]=[CH:16][C:15](/[CH:18]=[CH:19]/[C:20]([N:22]4[CH2:23][CH2:24][CH:25]([C:28]([OH:30])=[O:29])[CH2:26][CH2:27]4)=[O:21])=[CH:14][C:13]=3[C:33]([F:35])([F:34])[F:36])=[CH:10][C:5]=2[O:4][CH2:3][CH2:2]1, predict the reactants needed to synthesize it. The reactants are: [O:1]1[C:6]2[CH:7]=[CH:8][C:9]([S:11][C:12]3[CH:17]=[CH:16][C:15](/[CH:18]=[CH:19]/[C:20]([N:22]4[CH2:27][CH2:26][CH:25]([C:28]([O:30]CC)=[O:29])[CH2:24][CH2:23]4)=[O:21])=[CH:14][C:13]=3[C:33]([F:36])([F:35])[F:34])=[CH:10][C:5]=2[O:4][CH2:3][CH2:2]1.[OH-].[Na+].CCO. (4) Given the product [F:1][C:2]1[CH:31]=[CH:30][C:5]2[C:6]([CH:9]3[CH2:14][CH2:13][N:12]([CH2:15][CH2:16][CH2:17][O:18][C:19]4[CH:24]=[CH:23][C:22]([C@@H:25]([OH:27])[CH3:26])=[CH:21][C:20]=4[O:28][CH3:29])[CH2:11][CH2:10]3)=[N:7][O:8][C:4]=2[CH:3]=1, predict the reactants needed to synthesize it. The reactants are: [F:1][C:2]1[CH:31]=[CH:30][C:5]2[C:6]([CH:9]3[CH2:14][CH2:13][N:12]([CH2:15][CH2:16][CH2:17][O:18][C:19]4[CH:24]=[CH:23][C:22]([C:25](=[O:27])[CH3:26])=[CH:21][C:20]=4[O:28][CH3:29])[CH2:11][CH2:10]3)=[N:7][O:8][C:4]=2[CH:3]=1.CO. (5) The reactants are: Br[C:2]1[N:7]=[C:6]([C:8]2[CH2:13][CH2:12][C:11]([CH3:15])([CH3:14])[CH2:10][CH:9]=2)[C:5]([NH:16][C:17]([C:19]2[NH:20][C:21]([C:24]#[N:25])=[CH:22][N:23]=2)=[O:18])=[CH:4][CH:3]=1.[C:26]1(=[O:31])[CH2:30][CH2:29][CH2:28][CH2:27]1. Given the product [CH3:14][C:11]1([CH3:15])[CH2:12][CH2:13][C:8]([C:6]2[C:5]([NH:16][C:17]([C:19]3[NH:23][CH:22]=[C:21]([C:24]#[N:25])[N:20]=3)=[O:18])=[CH:4][CH:3]=[C:2]([C:26]3([OH:31])[CH2:30][CH2:29][CH2:28][CH2:27]3)[N:7]=2)=[CH:9][CH2:10]1, predict the reactants needed to synthesize it. (6) The reactants are: C1(P(C2C=CC=CC=2)C2C=CC=CC=2)C=CC=CC=1.[N:20]([C:27](OCC)=O)=NC(OCC)=O.[CH2:32]([N:39]([CH2:56][C:57]1[CH:62]=[CH:61][CH:60]=[CH:59][CH:58]=1)[C@H:40]1[CH2:45][CH2:44][C@@H:43]([NH:46][C:47](=[O:53])[O:48][C:49]([CH3:52])([CH3:51])[CH3:50])[CH2:42][C@H:41]1[CH2:54]O)[C:33]1[CH:38]=[CH:37][CH:36]=[CH:35][CH:34]=1.CC(C)(O)C#N. Given the product [C:27]([CH2:54][C@H:41]1[C@@H:40]([N:39]([CH2:56][C:57]2[CH:58]=[CH:59][CH:60]=[CH:61][CH:62]=2)[CH2:32][C:33]2[CH:38]=[CH:37][CH:36]=[CH:35][CH:34]=2)[CH2:45][CH2:44][C@@H:43]([NH:46][C:47](=[O:53])[O:48][C:49]([CH3:52])([CH3:51])[CH3:50])[CH2:42]1)#[N:20], predict the reactants needed to synthesize it. (7) Given the product [NH2:61][C:52]1[N:51]=[C:50]([O:49][C@@H:45]([CH3:44])[CH2:46][CH2:47][CH3:48])[N:58]=[C:57]2[C:53]=1[N:54]=[C:55]([O:59][CH3:60])[N:56]2[CH2:63][CH2:64][CH:65]1[CH2:70][CH2:69][CH2:68][N:67]([C:71]([O:73][CH2:74][C:75]2[CH:76]=[CH:77][CH:78]=[CH:79][CH:80]=2)=[O:72])[CH2:66]1, predict the reactants needed to synthesize it. The reactants are: NC1N=C(OCCCC)N=C2C=1N=C(OC)N2CCCC1CCCCN1C(OCC1C=CC=CC=1)=O.FC(F)(F)C(O)=O.[CH3:44][C@H:45]([O:49][C:50]1[N:58]=[C:57]2[C:53]([N:54]=[C:55]([O:59][CH3:60])[NH:56]2)=[C:52]([NH2:61])[N:51]=1)[CH2:46][CH2:47][CH3:48].Br[CH2:63][CH2:64][CH:65]1[CH2:70][CH2:69][CH2:68][N:67]([C:71]([O:73][CH2:74][C:75]2[CH:80]=[CH:79][CH:78]=[CH:77][CH:76]=2)=[O:72])[CH2:66]1. (8) Given the product [CH:1]1([NH:9][C:10]2[S:11][CH:14]([CH2:18][CH3:19])[C:15](=[O:16])[N:12]=2)[CH2:8][CH2:7][CH2:6][CH2:5][CH2:4][CH2:3][CH2:2]1, predict the reactants needed to synthesize it. The reactants are: [CH:1]1([NH:9][C:10]([NH2:12])=[S:11])[CH2:8][CH2:7][CH2:6][CH2:5][CH2:4][CH2:3][CH2:2]1.Br[CH:14]([CH2:18][CH3:19])[C:15](O)=[O:16]. (9) Given the product [Cl:1][C:2]1[CH:7]=[CH:6][C:5]([CH:8]=[O:9])=[C:4]([F:10])[CH:3]=1, predict the reactants needed to synthesize it. The reactants are: [Cl:1][C:2]1[CH:7]=[CH:6][C:5]([CH2:8][OH:9])=[C:4]([F:10])[CH:3]=1. (10) Given the product [CH2:21]([C:20]1[C:12]2[C:11](=[CH:16][C:15]([F:17])=[C:14]([O:18][CH3:19])[CH:13]=2)[NH:10][C:7](=[O:8])[C:3]=1[C:4]([O:5][CH2:29][CH3:30])=[O:33])[CH3:22], predict the reactants needed to synthesize it. The reactants are: C([CH:3]([C:7](Cl)=[O:8])[C:4](Cl)=[O:5])C.[NH2:10][C:11]1[CH:16]=[C:15]([F:17])[C:14]([O:18][CH3:19])=[CH:13][C:12]=1[C:20](=O)[CH2:21][CH3:22].C(N([CH2:29][CH3:30])CC)C.CC[O-:33].[Na+].